Dataset: Full USPTO retrosynthesis dataset with 1.9M reactions from patents (1976-2016). Task: Predict the reactants needed to synthesize the given product. (1) Given the product [CH2:1]([O:3][C:4](=[O:15])[C@:5]([C:7]1[CH:12]=[C:11]([Br:13])[CH:10]=[CH:9][C:8]=1[F:14])([OH:6])[CH2:58][N+:55]([O-:57])=[O:56])[CH3:2], predict the reactants needed to synthesize it. The reactants are: [CH2:1]([O:3][C:4](=[O:15])[C:5]([C:7]1[CH:12]=[C:11]([Br:13])[CH:10]=[CH:9][C:8]=1[F:14])=[O:6])[CH3:2].OC1C=C2C(=CC=1)N=CC=C2[C@@H](OC(=O)C1C=C(C(F)(F)F)C=C(C(F)(F)F)C=1)C1CC2CCN1CC2C=C.[N+:55]([CH3:58])([O-:57])=[O:56]. (2) Given the product [CH:24]1([N:15]([C:16]2[CH:21]=[CH:20][CH:19]=[C:18]([Cl:22])[C:17]=2[Cl:23])[C:13](=[O:14])[N:12]([CH3:31])[C:10]2[S:11][C:7]([S:6][CH2:5][C:4]([OH:3])=[O:30])=[CH:8][N:9]=2)[CH2:28][CH2:27][CH2:26][CH2:25]1, predict the reactants needed to synthesize it. The reactants are: C([O:3][C:4](=[O:30])[CH2:5][S:6][C:7]1[S:11][C:10]([NH:12][C:13]([N:15]([CH2:24][CH:25]2C[CH2:28][CH2:27][CH2:26]2)[C:16]2[CH:21]=[CH:20][CH:19]=[C:18]([Cl:22])[C:17]=2[Cl:23])=[O:14])=[N:9][CH:8]=1)C.[CH:31]1(CN(C2C=CC(S(C)(=O)=O)=CC=2)C(=O)NC2SC=C(CC(O)=O)N=2)CCCC1.C1(CNC2C=CC=C(Cl)C=2Cl)CCCC1.C(OC(=O)CSC1SC(N)=NC=1)C. (3) Given the product [O:15]([C:22]1[N:23]=[CH:24][C:25]([CH2:28][C:29]2[CH:7]=[C:6]([C:8]3[CH:9]=[CH:10][C:11]([NH2:14])=[N:12][CH:13]=3)[O:31][N:30]=2)=[CH:26][CH:27]=1)[C:16]1[CH:17]=[CH:18][CH:19]=[CH:20][CH:21]=1, predict the reactants needed to synthesize it. The reactants are: O1CCCC1.[C:6]([C:8]1[CH:9]=[CH:10][C:11]([NH2:14])=[N:12][CH:13]=1)#[CH:7].[O:15]([C:22]1[CH:27]=[CH:26][C:25]([CH2:28][C:29](Cl)=[N:30][OH:31])=[CH:24][N:23]=1)[C:16]1[CH:21]=[CH:20][CH:19]=[CH:18][CH:17]=1.C(N(CC)CC)C. (4) Given the product [C:6](=[O:7])=[O:5].[C:34]([NH:33][C:25]1[C:26]([CH3:32])=[N:27][C:28]2[C:23]([N:24]=1)=[C:22]([C:14]1[NH:13][C:12]3[C:9]([CH3:11])([CH3:10])[NH:8][C:6](=[O:5])[C:16]=3[CH:15]=1)[CH:31]=[CH:30][CH:29]=2)([CH3:37])([CH3:36])[CH3:35], predict the reactants needed to synthesize it. The reactants are: C([O:5][C:6]([NH:8][C:9]([C:12]1[NH:13][C:14]([C:22]2[CH:31]=[CH:30][CH:29]=[C:28]3[C:23]=2[N:24]=[C:25]([NH:33][C:34]([CH3:37])([CH3:36])[CH3:35])[C:26]([CH3:32])=[N:27]3)=[CH:15][C:16]=1C(OCC)=O)([CH3:11])[CH3:10])=[O:7])(C)(C)C.Cl.CCN(C(C)C)C(C)C.C1CN([P+](ON2N=NC3C2=CC=CC=3)(N2CCCC2)N2CCCC2)CC1.F[P-](F)(F)(F)(F)F.C([O-])(O)=O.[Na+]. (5) The reactants are: Cl.[NH2:2][CH2:3][CH2:4][C:5]([N:7]1[C:15]2[C:10](=[CH:11][C:12]([O:16][CH2:17][C:18]3[S:19][C:20]([C:29]([F:32])([F:31])[F:30])=[C:21]([C:23]4[CH:28]=[CH:27][CH:26]=[CH:25][CH:24]=4)[CH:22]=3)=[CH:13][CH:14]=2)[CH2:9][CH2:8]1)=[O:6].Br[CH2:34][C:35]([O:37][C:38]([CH3:41])([CH3:40])[CH3:39])=[O:36]. Given the product [C:38]([O:37][C:35](=[O:36])[CH2:34][NH:2][CH2:3][CH2:4][C:5](=[O:6])[N:7]1[C:15]2[C:10](=[CH:11][C:12]([O:16][CH2:17][C:18]3[S:19][C:20]([C:29]([F:32])([F:31])[F:30])=[C:21]([C:23]4[CH:28]=[CH:27][CH:26]=[CH:25][CH:24]=4)[CH:22]=3)=[CH:13][CH:14]=2)[CH2:9][CH2:8]1)([CH3:41])([CH3:40])[CH3:39], predict the reactants needed to synthesize it. (6) Given the product [CH3:11][C:10]([OH:12])([CH2:9][CH2:8][C:7]#[C:6][Si:5]([CH3:4])([CH3:13])[CH3:14])[CH3:1], predict the reactants needed to synthesize it. The reactants are: [CH3:1][Mg]Br.[CH3:4][Si:5]([CH3:14])([CH3:13])[C:6]#[C:7][CH2:8][CH2:9][C:10](=[O:12])[CH3:11]. (7) The reactants are: [CH:1]1([C:7]2[CH:14]=[CH:13][C:10](CO)=[CH:9][C:8]=2[N:15]([CH3:17])[CH3:16])[CH2:6][CH2:5][CH2:4][CH2:3][CH2:2]1.[Cl:18][CH2:19][Cl:20]. Given the product [ClH:18].[CH:1]1([C:7]2[CH:14]=[CH:13][C:10]([CH2:19][Cl:20])=[CH:9][C:8]=2[N:15]([CH3:17])[CH3:16])[CH2:2][CH2:3][CH2:4][CH2:5][CH2:6]1, predict the reactants needed to synthesize it.